Predict the product of the given reaction. From a dataset of Forward reaction prediction with 1.9M reactions from USPTO patents (1976-2016). (1) Given the reactants [NH2:1][CH2:2][CH2:3][N:4]1[C:8]([Cl:9])=[C:7]([C:10]2[CH:15]=[CH:14][CH:13]=[C:12]([C:16]#[N:17])[CH:11]=2)[C:6]([C:18]([O:20][CH3:21])=[O:19])=[CH:5]1.Cl.[CH2:23]=O.N, predict the reaction product. The product is: [Cl:9][C:8]1[N:4]2[CH2:3][CH2:2][NH:1][CH2:23][C:5]2=[C:6]([C:18]([O:20][CH3:21])=[O:19])[C:7]=1[C:10]1[CH:15]=[CH:14][CH:13]=[C:12]([C:16]#[N:17])[CH:11]=1. (2) The product is: [Cl:4][C:5]1[CH:10]=[CH:9][C:8]([C@H:11]([NH:14][S@@:15]([C:17]([CH3:20])([CH3:19])[CH3:18])=[O:16])[CH2:12][CH3:13])=[C:7]([F:21])[C:6]=1[O:22][C:23]1[CH:28]=[CH:27][C:26]([CH:29]=[N:2][OH:3])=[CH:25][CH:24]=1. Given the reactants Cl.[NH2:2][OH:3].[Cl:4][C:5]1[CH:10]=[CH:9][C:8]([C@H:11]([NH:14][S@@:15]([C:17]([CH3:20])([CH3:19])[CH3:18])=[O:16])[CH2:12][CH3:13])=[C:7]([F:21])[C:6]=1[O:22][C:23]1[CH:28]=[CH:27][C:26]([CH:29]=O)=[CH:25][CH:24]=1.C(=O)([O-])[O-].[Na+].[Na+], predict the reaction product. (3) Given the reactants [C:1]([O:5][C:6]([NH:8][C@@H:9]([CH2:14][O:15][CH2:16][C@H:17]([O:36][CH2:37][CH2:38][CH3:39])[C@H:18]([C@@H:24]([O:26]CC1C=CC(OC)=CC=1)[CH3:25])[CH2:19][CH2:20][CH:21]([CH3:23])[CH3:22])[C:10]([O:12][CH3:13])=[O:11])=[O:7])([CH3:4])([CH3:3])[CH3:2].C(C1C(=O)C(Cl)=C(Cl)C(=O)C=1C#N)#N.[OH-].[Na+], predict the reaction product. The product is: [C:1]([O:5][C:6]([NH:8][C@@H:9]([CH2:14][O:15][CH2:16][C@H:17]([O:36][CH2:37][CH2:38][CH3:39])[C@H:18]([C@@H:24]([OH:26])[CH3:25])[CH2:19][CH2:20][CH:21]([CH3:22])[CH3:23])[C:10]([O:12][CH3:13])=[O:11])=[O:7])([CH3:3])([CH3:2])[CH3:4]. (4) Given the reactants CC(C)([O-])C.[Na+].[C:7]([N:10]1[C:19]2[C:14](=[CH:15][C:16]([C:20]3[CH:30]=[CH:29][C:23]([C:24]([O:26][CH2:27][CH3:28])=[O:25])=[CH:22][CH:21]=3)=[CH:17][CH:18]=2)[C@H:13]([NH2:31])[CH2:12][C@@H:11]1[CH3:32])(=[O:9])[CH3:8].Br[C:34]1[CH:39]=[CH:38][C:37]([CH3:40])=[CH:36][N:35]=1.C1(P(C2CCCCC2)C2C=CC=CC=2C2C(N(C)C)=CC=CC=2)CCCCC1, predict the reaction product. The product is: [C:7]([N:10]1[C:19]2[C:14](=[CH:15][C:16]([C:20]3[CH:30]=[CH:29][C:23]([C:24]([O:26][CH2:27][CH3:28])=[O:25])=[CH:22][CH:21]=3)=[CH:17][CH:18]=2)[C@H:13]([NH:31][C:34]2[CH:39]=[CH:38][C:37]([CH3:40])=[CH:36][N:35]=2)[CH2:12][C@@H:11]1[CH3:32])(=[O:9])[CH3:8]. (5) The product is: [OH:9][C:4]1[CH:3]=[C:2]([NH:1][C:23]([C:22]2[N:18]([CH3:17])[N:19]=[C:20]([CH3:26])[CH:21]=2)=[O:24])[CH:7]=[C:6]([CH3:8])[CH:5]=1. Given the reactants [NH2:1][C:2]1[CH:3]=[C:4]([OH:9])[CH:5]=[C:6]([CH3:8])[CH:7]=1.C(N(CC)CC)C.[CH3:17][N:18]1[C:22]([C:23](Cl)=[O:24])=[CH:21][C:20]([CH3:26])=[N:19]1.C(=O)([O-])[O-].[Na+].[Na+], predict the reaction product. (6) Given the reactants [C:1]([O:5][C:6]([NH:8][C@@H:9]([CH2:14][C:15]1[CH:20]=[CH:19][C:18]([O:21]CC2C=CC=CC=2)=[CH:17][CH:16]=1)[C@H:10]([OH:13])[CH2:11]Cl)=[O:7])([CH3:4])([CH3:3])[CH3:2].[OH-].[Na+], predict the reaction product. The product is: [C:1]([O:5][C:6]([NH:8][C@@H:9]([CH2:14][C:15]1[CH:20]=[CH:19][C:18]([OH:21])=[CH:17][CH:16]=1)[C@@H:10]1[O:13][CH2:11]1)=[O:7])([CH3:4])([CH3:3])[CH3:2]. (7) Given the reactants [NH2:1][C:2]1[S:3][CH:4]=[C:5]([CH2:7][N:8]([CH3:39])[C:9]2[N:14]=[C:13]([Cl:15])[N:12]=[C:11]([NH:16][NH:17][C:18](=[O:37])[C@H:19]([CH2:31][CH:32]3[CH2:36][CH2:35][CH2:34][CH2:33]3)[CH2:20][N:21]([O:24]C3CCCCO3)[CH:22]=[O:23])[C:10]=2[F:38])[N:6]=1.CC(O)=O, predict the reaction product. The product is: [NH2:1][C:2]1[S:3][CH:4]=[C:5]([CH2:7][N:8]([CH3:39])[C:9]2[N:14]=[C:13]([Cl:15])[N:12]=[C:11]([NH:16][NH:17][C:18](=[O:37])[C@H:19]([CH2:31][CH:32]3[CH2:33][CH2:34][CH2:35][CH2:36]3)[CH2:20][N:21]([OH:24])[CH:22]=[O:23])[C:10]=2[F:38])[N:6]=1.